Dataset: NCI-60 drug combinations with 297,098 pairs across 59 cell lines. Task: Regression. Given two drug SMILES strings and cell line genomic features, predict the synergy score measuring deviation from expected non-interaction effect. (1) Drug 1: COC1=CC(=CC(=C1O)OC)C2C3C(COC3=O)C(C4=CC5=C(C=C24)OCO5)OC6C(C(C7C(O6)COC(O7)C8=CC=CS8)O)O. Drug 2: CC1CCC2CC(C(=CC=CC=CC(CC(C(=O)C(C(C(=CC(C(=O)CC(OC(=O)C3CCCCN3C(=O)C(=O)C1(O2)O)C(C)CC4CCC(C(C4)OC)OCCO)C)C)O)OC)C)C)C)OC. Cell line: NCI/ADR-RES. Synergy scores: CSS=13.0, Synergy_ZIP=-1.19, Synergy_Bliss=4.22, Synergy_Loewe=2.12, Synergy_HSA=4.90. (2) Drug 1: C1CN1P(=S)(N2CC2)N3CC3. Drug 2: C1CC(=O)NC(=O)C1N2C(=O)C3=CC=CC=C3C2=O. Cell line: KM12. Synergy scores: CSS=6.09, Synergy_ZIP=-0.878, Synergy_Bliss=2.23, Synergy_Loewe=-3.22, Synergy_HSA=0.355. (3) Drug 2: CC12CCC3C(C1CCC2O)C(CC4=C3C=CC(=C4)O)CCCCCCCCCS(=O)CCCC(C(F)(F)F)(F)F. Drug 1: CC(C1=C(C=CC(=C1Cl)F)Cl)OC2=C(N=CC(=C2)C3=CN(N=C3)C4CCNCC4)N. Cell line: HS 578T. Synergy scores: CSS=10.5, Synergy_ZIP=3.02, Synergy_Bliss=8.38, Synergy_Loewe=4.11, Synergy_HSA=3.04. (4) Drug 1: C1=C(C(=O)NC(=O)N1)F. Drug 2: C#CCC(CC1=CN=C2C(=N1)C(=NC(=N2)N)N)C3=CC=C(C=C3)C(=O)NC(CCC(=O)O)C(=O)O. Cell line: 786-0. Synergy scores: CSS=20.0, Synergy_ZIP=-11.1, Synergy_Bliss=-23.8, Synergy_Loewe=-20.4, Synergy_HSA=-19.8. (5) Drug 1: C1=CC(=CC=C1CC(C(=O)O)N)N(CCCl)CCCl.Cl. Drug 2: COC1=NC(=NC2=C1N=CN2C3C(C(C(O3)CO)O)O)N. Cell line: A549. Synergy scores: CSS=16.4, Synergy_ZIP=-3.97, Synergy_Bliss=4.39, Synergy_Loewe=-4.15, Synergy_HSA=0.383.